From a dataset of Full USPTO retrosynthesis dataset with 1.9M reactions from patents (1976-2016). Predict the reactants needed to synthesize the given product. (1) Given the product [Cl:27][C:5]1[CH:6]=[C:7]([C:10]2[CH2:14][C:13]([C:19]3[CH:20]=[C:21]([Cl:26])[CH:22]=[C:23]([Cl:25])[CH:24]=3)([C:15]([F:18])([F:17])[F:16])[O:12][N:11]=2)[CH:8]=[CH:9][C:4]=1[CH:3]=[O:2].[Cl:27][C:5]1[CH:6]=[C:7]([C:10]2[CH2:14][C:13]([C:19]3[CH:20]=[C:21]([Cl:26])[CH:22]=[C:23]([Cl:25])[CH:24]=3)([C:15]([F:17])([F:16])[F:18])[O:12][N:11]=2)[CH:8]=[CH:9][C:4]=1[CH2:3][OH:2], predict the reactants needed to synthesize it. The reactants are: C[O:2][C:3](=O)[C:4]1[CH:9]=[CH:8][C:7]([C:10]2[CH2:14][C:13]([C:19]3[CH:24]=[C:23]([Cl:25])[CH:22]=[C:21]([Cl:26])[CH:20]=3)([C:15]([F:18])([F:17])[F:16])[O:12][N:11]=2)=[CH:6][C:5]=1[Cl:27].[H-].C([Al+]CC(C)C)C(C)C.CO. (2) Given the product [F:1][C:2]1[CH:7]=[CH:6][C:5]([CH2:8][CH:9]([OH:26])[CH2:10][CH2:11][CH:12]2[N:13]([CH2:18][CH2:19][CH2:20][CH2:21][CH2:22][CH2:23][C:24]3[N:27]=[N:28][NH:29][N:25]=3)[C:14](=[O:17])[CH2:15][CH2:16]2)=[CH:4][CH:3]=1, predict the reactants needed to synthesize it. The reactants are: [F:1][C:2]1[CH:7]=[CH:6][C:5]([CH2:8][CH:9]([OH:26])[CH2:10][CH2:11][CH:12]2[CH2:16][CH2:15][C:14](=[O:17])[N:13]2[CH2:18][CH2:19][CH2:20][CH2:21][CH2:22][CH2:23][C:24]#[N:25])=[CH:4][CH:3]=1.[N:27]([Si](C)(C)C)=[N+:28]=[N-:29].C([Sn](=O)CCCC)CCC.Cl. (3) Given the product [Cl:11][C:8]1[CH:9]=[CH:10][C:5]2[CH2:4][C:3](=[O:2])[NH:24][CH2:23][CH:12]([C:13]3[CH:18]=[CH:17][CH:16]=[C:15]([O:19][CH3:20])[C:14]=3[O:21][CH3:22])[C:6]=2[CH:7]=1, predict the reactants needed to synthesize it. The reactants are: C[O:2][C:3](=O)[CH2:4][C:5]1[CH:10]=[CH:9][C:8]([Cl:11])=[CH:7][C:6]=1[CH:12]([C:23]#[N:24])[C:13]1[CH:18]=[CH:17][CH:16]=[C:15]([O:19][CH3:20])[C:14]=1[O:21][CH3:22].[BH4-].[Na+].Cl.N.